This data is from Full USPTO retrosynthesis dataset with 1.9M reactions from patents (1976-2016). The task is: Predict the reactants needed to synthesize the given product. (1) Given the product [C:39]1([CH2:38][C:22]([C:25]2[CH:30]=[CH:29][CH:28]=[C:27]([O:31][C:32]([F:35])([F:34])[F:33])[CH:26]=2)([C:18]2[CH:19]=[CH:20][CH:21]=[C:16]([O:15][C:14]([F:36])([F:37])[F:13])[CH:17]=2)[C:23]#[N:24])[CH:44]=[CH:43][CH:42]=[CH:41][CH:40]=1, predict the reactants needed to synthesize it. The reactants are: C(NC(C)C)(C)C.[Li]CCCC.[F:13][C:14]([F:37])([F:36])[O:15][C:16]1[CH:17]=[C:18]([CH:22]([C:25]2[CH:30]=[CH:29][CH:28]=[C:27]([O:31][C:32]([F:35])([F:34])[F:33])[CH:26]=2)[C:23]#[N:24])[CH:19]=[CH:20][CH:21]=1.[CH2:38](Br)[C:39]1[CH:44]=[CH:43][CH:42]=[CH:41][CH:40]=1. (2) Given the product [C:1]([C:4]1[CH:5]=[C:6]([C:10]2[CH:15]=[CH:14][C:13](/[C:16](/[CH3:20])=[CH:17]/[CH2:18][O:19][C:34]3[CH:33]=[CH:32][C:31]([CH2:30][C@H:24]([O:23][CH2:21][CH3:22])[C:25]([O:27][CH2:28][CH3:29])=[O:26])=[CH:36][CH:35]=3)=[CH:12][CH:11]=2)[CH:7]=[CH:8][CH:9]=1)(=[O:3])[CH3:2], predict the reactants needed to synthesize it. The reactants are: [C:1]([C:4]1[CH:5]=[C:6]([C:10]2[CH:15]=[CH:14][C:13](/[C:16](/[CH3:20])=[CH:17]/[CH2:18][OH:19])=[CH:12][CH:11]=2)[CH:7]=[CH:8][CH:9]=1)(=[O:3])[CH3:2].[CH2:21]([O:23][C@@H:24]([CH2:30][C:31]1[CH:36]=[CH:35][C:34](O)=[CH:33][CH:32]=1)[C:25]([O:27][CH2:28][CH3:29])=[O:26])[CH3:22]. (3) Given the product [C:1]([O:5][C@@H:6]([C:10]1[C:19]([CH3:20])=[CH:18][C:17]2[C:12](=[CH:13][CH:14]=[C:15]([C:21]3[CH:35]=[N:36][CH:24]=[CH:25][N:26]=3)[CH:16]=2)[C:11]=1[C:27]1[CH:28]=[CH:29][C:30]([Cl:33])=[CH:31][CH:32]=1)[C:7]([OH:9])=[O:8])([CH3:2])([CH3:3])[CH3:4], predict the reactants needed to synthesize it. The reactants are: [C:1]([O:5][C@@H:6]([C:10]1[C:19]([CH3:20])=[CH:18][C:17]2[C:12](=[CH:13][CH:14]=[C:15]([C:21]3[N:26]=[CH:25][CH:24]=CN=3)[CH:16]=2)[C:11]=1[C:27]1[CH:32]=[CH:31][C:30]([Cl:33])=[CH:29][CH:28]=1)[C:7]([OH:9])=[O:8])([CH3:4])([CH3:3])[CH3:2].Br[C:35]1N=CC=C[N:36]=1. (4) Given the product [CH3:31][O:32][C:16]1[C:11]2[C:10](=[O:24])[N:5]3[CH2:6][C@H:7]([OH:9])[CH2:8][C@H:4]3[C:3](=[O:25])[NH:21][C:12]=2[CH:13]=[CH:14][C:15]=1[O:17][CH3:18], predict the reactants needed to synthesize it. The reactants are: CO[C:3](=[O:25])[C@@H:4]1[CH2:8][C@@H:7]([OH:9])[CH2:6][N:5]1[C:10](=[O:24])[C:11]1[CH:16]=[C:15]([O:17][CH3:18])[C:14](OC)=[CH:13][C:12]=1[N+:21]([O-])=O.C(Cl)(Cl)Cl.C[CH2:31][OH:32]. (5) Given the product [Cl:19][C:13]1[CH:14]=[CH:15][CH:16]=[C:17]([Cl:18])[C:12]=1[CH2:11][C:9]1[S:8][C:4]2[N:5]=[CH:6][N:7]=[C:2]([NH:53][C:50]3[CH:49]=[CH:48][C:47]([C:46]([F:54])([F:45])[F:55])=[CH:52][N:51]=3)[C:3]=2[N:10]=1, predict the reactants needed to synthesize it. The reactants are: Cl[C:2]1[C:3]2[N:10]=[C:9]([CH2:11][C:12]3[C:17]([Cl:18])=[CH:16][CH:15]=[CH:14][C:13]=3[Cl:19])[S:8][C:4]=2[N:5]=[CH:6][N:7]=1.C1(P(C2CCCCC2)C2C=CC=CC=2C2C=CC=CC=2)CCCCC1.[F:45][C:46]([F:55])([F:54])[C:47]1[CH:48]=[CH:49][C:50]([NH2:53])=[N:51][CH:52]=1.CC([O-])(C)C.[Na+]. (6) Given the product [Cl:2][C:3]1[C:4]([N:9]2[C:13]([C:14]([O:16][CH3:17])=[O:15])=[CH:12][C:11]([CH2:19][OH:20])=[N:10]2)=[N:5][CH:6]=[CH:7][CH:8]=1, predict the reactants needed to synthesize it. The reactants are: Cl.[Cl:2][C:3]1[C:4]([N:9]2[C:13](O)([C:14]([O:16][CH3:17])=[O:15])[CH2:12][C:11]([CH2:19][OH:20])=[N:10]2)=[N:5][CH:6]=[CH:7][CH:8]=1. (7) The reactants are: [Cl:1][C:2]1[CH:7]=[CH:6][C:5]([C@@:8]2([OH:16])[CH2:13][CH2:12][NH:11][CH2:10][C:9]2([CH3:15])[CH3:14])=[CH:4][CH:3]=1.[NH:17]([C:25]([O:27][C:28]([CH3:31])([CH3:30])[CH3:29])=[O:26])[C@@H:18]([C:22](O)=[O:23])[CH:19]([CH3:21])[CH3:20].C(Cl)CCl.C1C=CC2N(O)N=NC=2C=1.C(N(CC)CC)C. Given the product [Cl:1][C:2]1[CH:7]=[CH:6][C:5]([C@@:8]2([OH:16])[CH2:13][CH2:12][N:11]([C:22](=[O:23])[C@H:18]([NH:17][C:25](=[O:26])[O:27][C:28]([CH3:31])([CH3:30])[CH3:29])[CH:19]([CH3:21])[CH3:20])[CH2:10][C:9]2([CH3:14])[CH3:15])=[CH:4][CH:3]=1, predict the reactants needed to synthesize it.